Dataset: Forward reaction prediction with 1.9M reactions from USPTO patents (1976-2016). Task: Predict the product of the given reaction. (1) Given the reactants F[C:2]1[C:11]2[C:6](=[CH:7][CH:8]=[CH:9][CH:10]=2)[C:5]([C:12]#[N:13])=[CH:4][CH:3]=1.[CH2:14]([NH2:17])[CH2:15][CH3:16], predict the reaction product. The product is: [CH2:14]([NH:17][C:2]1[C:11]2[C:6](=[CH:7][CH:8]=[CH:9][CH:10]=2)[C:5]([C:12]#[N:13])=[CH:4][CH:3]=1)[CH2:15][CH3:16]. (2) The product is: [CH2:1]([N:8]1[C:20](=[O:21])[CH2:19][O:11][CH2:10][C@H:9]1[C:12]([OH:14])=[O:13])[C:2]1[CH:7]=[CH:6][CH:5]=[CH:4][CH:3]=1. Given the reactants [CH2:1]([NH:8][C@H:9]([C:12]([OH:14])=[O:13])[CH2:10][OH:11])[C:2]1[CH:7]=[CH:6][CH:5]=[CH:4][CH:3]=1.[OH-].[Na+].O.Cl[CH2:19][C:20](Cl)=[O:21], predict the reaction product. (3) The product is: [F:1][C:2]1[CH:7]=[CH:6][C:5]([F:8])=[CH:4][C:3]=1[CH:9]([S:20]([C:23]1[CH:28]=[CH:27][C:26]([F:29])=[CH:25][CH:24]=1)(=[O:21])=[O:22])[C:10]1[C:11]([CH3:19])=[CH:12][C:13]([C:16]([NH2:37])=[O:17])=[N:14][CH:15]=1. Given the reactants [F:1][C:2]1[CH:7]=[CH:6][C:5]([F:8])=[CH:4][C:3]=1[CH:9]([S:20]([C:23]1[CH:28]=[CH:27][C:26]([F:29])=[CH:25][CH:24]=1)(=[O:22])=[O:21])[C:10]1[C:11]([CH3:19])=[CH:12][C:13]([C:16](O)=[O:17])=[N:14][CH:15]=1.F[P-](F)(F)(F)(F)F.[N:37]1(O[P+](N2CCCC2)(N2CCCC2)N2CCCC2)C2C=CC=CC=2N=N1.ON1C2C=CC=CC=2N=N1.[Cl-].[NH4+].C(N(C(C)C)C(C)C)C, predict the reaction product. (4) Given the reactants [CH2:1]([O:3][C:4]([C:6]1[CH:31]=[CH:30][C:9]([O:10][C:11]2[C:16]([C:17]3[CH2:22][CH2:21][N:20]([C:23]([O:25][C:26]([CH3:29])([CH3:28])[CH3:27])=[O:24])[CH2:19][CH:18]=3)=[CH:15][CH:14]=[CH:13][N:12]=2)=[CH:8][CH:7]=1)=[O:5])[CH3:2], predict the reaction product. The product is: [CH2:1]([O:3][C:4]([C:6]1[CH:7]=[CH:8][C:9]([O:10][C:11]2[C:16]([CH:17]3[CH2:18][CH2:19][N:20]([C:23]([O:25][C:26]([CH3:28])([CH3:27])[CH3:29])=[O:24])[CH2:21][CH2:22]3)=[CH:15][CH:14]=[CH:13][N:12]=2)=[CH:30][CH:31]=1)=[O:5])[CH3:2]. (5) Given the reactants FC(F)(F)C1C=C(NC(=O)NC2C=CC(C3SC(CCC(OC)=O)=NC=3)=CC=2)C=CC=1.[NH2:32][C:33]1[CH:38]=[CH:37][C:36]([C:39]2[S:43][C:42]([CH:44]3[CH2:49][CH2:48][N:47]([CH2:50][C:51]([O:53][CH2:54][CH3:55])=[O:52])[CH2:46][CH2:45]3)=[N:41][CH:40]=2)=[CH:35][CH:34]=1.[F:56][C:57]1[CH:62]=[CH:61][CH:60]=[CH:59][C:58]=1[N:63]=[C:64]=[O:65], predict the reaction product. The product is: [F:56][C:57]1[CH:62]=[CH:61][CH:60]=[CH:59][C:58]=1[NH:63][C:64](=[O:65])[NH:32][C:33]1[CH:38]=[CH:37][C:36]([C:39]2[S:43][C:42]([CH:44]3[CH2:49][CH2:48][N:47]([CH2:50][C:51]([O:53][CH2:54][CH3:55])=[O:52])[CH2:46][CH2:45]3)=[N:41][CH:40]=2)=[CH:35][CH:34]=1. (6) Given the reactants [OH:1][C:2]1[CH:3]=[CH:4][C:5]2[C:11]([CH3:13])([CH3:12])[CH2:10][CH2:9][C:8](=[O:14])[NH:7][C:6]=2[CH:15]=1.[Br:16][CH2:17][CH2:18][CH2:19][CH2:20][CH2:21]Br.C(=O)([O-])[O-].[Cs+].[Cs+], predict the reaction product. The product is: [Br:16][CH2:17][CH2:18][CH2:19][CH2:20][CH2:21][O:1][C:2]1[CH:3]=[CH:4][C:5]2[C:11]([CH3:12])([CH3:13])[CH2:10][CH2:9][C:8](=[O:14])[NH:7][C:6]=2[CH:15]=1.